Dataset: Full USPTO retrosynthesis dataset with 1.9M reactions from patents (1976-2016). Task: Predict the reactants needed to synthesize the given product. (1) Given the product [NH2:14][C:9]1[CH:10]=[C:11]2[C:6](=[CH:7][CH:8]=1)[N:5]([CH2:17][CH2:18][CH2:19][O:20][CH3:21])[C:4](=[O:22])[N:3]([CH2:1][CH3:2])[C:12]2=[O:13], predict the reactants needed to synthesize it. The reactants are: [CH2:1]([N:3]1[C:12](=[O:13])[C:11]2[C:6](=[CH:7][CH:8]=[C:9]([N+:14]([O-])=O)[CH:10]=2)[N:5]([CH2:17][CH2:18][CH2:19][O:20][CH3:21])[C:4]1=[O:22])[CH3:2].[H][H]. (2) Given the product [CH2:1]([N:8]1[CH:9]=[CH:10][C:16]([C:15]([O:19][CH2:20][CH3:21])=[O:18])=[CH:13]1)[C:2]1[CH:3]=[CH:4][CH:5]=[CH:6][CH:7]=1, predict the reactants needed to synthesize it. The reactants are: [CH2:1]([N:8]([CH:13]=O)[CH2:9][C:10](O)=O)[C:2]1[CH:7]=[CH:6][CH:5]=[CH:4][CH:3]=1.[C:15]([O:19][CH2:20][CH3:21])(=[O:18])[C:16]#C. (3) Given the product [Br:1][C:2]1[N:7]=[C:6]([C:8]([O:10][CH3:11])=[O:9])[C:5]([O:12][CH2:18][CH:19]2[CH2:24][CH2:23][N:22]([C:25]([O:27][CH:28]([CH3:30])[CH3:29])=[O:26])[CH2:21][CH2:20]2)=[CH:4][CH:3]=1, predict the reactants needed to synthesize it. The reactants are: [Br:1][C:2]1[N:7]=[C:6]([C:8]([O:10][CH3:11])=[O:9])[C:5]([OH:12])=[CH:4][CH:3]=1.CS(O[CH2:18][CH:19]1[CH2:24][CH2:23][N:22]([C:25]([O:27][CH:28]([CH3:30])[CH3:29])=[O:26])[CH2:21][CH2:20]1)(=O)=O.C([O-])([O-])=O.[K+].[K+]. (4) Given the product [F:1][C:2]1[CH:7]=[CH:6][C:5]([C:8]2[C:12]3=[N:13][CH:14]=[CH:15][CH:16]=[C:11]3[NH:10][C:9]=2[C:17]2[CH:22]=[CH:21][N:20]=[C:19]([C:23]([NH2:24])=[O:25])[CH:18]=2)=[CH:4][CH:3]=1, predict the reactants needed to synthesize it. The reactants are: [F:1][C:2]1[CH:7]=[CH:6][C:5]([C:8]2[C:12]3=[N:13][CH:14]=[CH:15][CH:16]=[C:11]3[NH:10][C:9]=2[C:17]2[CH:22]=[CH:21][N:20]=[C:19]([C:23]#[N:24])[CH:18]=2)=[CH:4][CH:3]=1.[OH-:25].[K+].